This data is from Catalyst prediction with 721,799 reactions and 888 catalyst types from USPTO. The task is: Predict which catalyst facilitates the given reaction. (1) Reactant: [CH3:1][C:2]1[CH:17]=[CH:16][CH:15]=[CH:14][C:3]=1[C:4]([NH:6][C:7]1[CH:8]=[C:9]([CH3:13])[CH:10]=[CH:11][CH:12]=1)=[O:5].[Cl-].[Al+3].[Cl-].[Cl-].[C:22](Cl)(=[O:26])C(Cl)=O.[OH-:28].[Na+]. Product: [CH3:13][C:9]1[CH:8]=[C:7]([NH:6][C:4](=[O:5])[C:3]2[CH:14]=[CH:15][CH:16]=[CH:17][C:2]=2[CH3:1])[CH:12]=[CH:11][C:10]=1[C:22]([OH:26])=[O:28]. The catalyst class is: 390. (2) Reactant: I[C:2]1[CH:3]=[C:4]([O:21][C:22]([F:25])([F:24])[F:23])[CH:5]=[C:6]2[C:11]=1[O:10][CH:9]([C:12]([F:15])([F:14])[F:13])[C:8]([C:16]([O:18]CC)=[O:17])=[CH:7]2.C([Sn](CCCC)(CCCC)[C:31]#[C:32][O:33][CH2:34][CH3:35])CCC.[Cl-].C([NH+]([CH2:50][CH3:51])CC)C. Product: [CH2:34]([O:33][C:32]#[C:31][C:2]1[CH:3]=[C:4]([O:21][C:22]([F:24])([F:25])[F:23])[CH:5]=[C:6]2[C:11]=1[O:10][CH:9]([C:12]([F:13])([F:14])[F:15])[C:8]([C:16]([O:18][CH2:50][CH3:51])=[O:17])=[CH:7]2)[CH3:35]. The catalyst class is: 18. (3) Reactant: [Cl:1][C:2]1[N:12]=[C:11](Cl)[C:10]([F:14])=[CH:9][C:3]=1[C:4]([O:6][CH2:7][CH3:8])=[O:5].[CH:15]1([CH2:21][NH:22][C:23](=[O:29])[C@@H:24]([CH:26]([CH3:28])[CH3:27])[NH2:25])[CH2:20][CH2:19][CH2:18][CH2:17][CH2:16]1.CCN(CC)CC.CCOC(C)=O. Product: [Cl:1][C:2]1[N:12]=[C:11]([NH:25][C@@H:24]([C:23](=[O:29])[NH:22][CH2:21][CH:15]2[CH2:20][CH2:19][CH2:18][CH2:17][CH2:16]2)[CH:26]([CH3:28])[CH3:27])[C:10]([F:14])=[CH:9][C:3]=1[C:4]([O:6][CH2:7][CH3:8])=[O:5]. The catalyst class is: 287.